The task is: Regression. Given two drug SMILES strings and cell line genomic features, predict the synergy score measuring deviation from expected non-interaction effect.. This data is from NCI-60 drug combinations with 297,098 pairs across 59 cell lines. Drug 1: C1CCC(CC1)NC(=O)N(CCCl)N=O. Drug 2: CCCS(=O)(=O)NC1=C(C(=C(C=C1)F)C(=O)C2=CNC3=C2C=C(C=N3)C4=CC=C(C=C4)Cl)F. Cell line: SNB-75. Synergy scores: CSS=25.9, Synergy_ZIP=-5.82, Synergy_Bliss=-0.225, Synergy_Loewe=-1.40, Synergy_HSA=-1.53.